This data is from Reaction yield outcomes from USPTO patents with 853,638 reactions. The task is: Predict the reaction yield, written as a fraction of the theoretical maximum amount of product (1.0 means a 100% yield; for example, 0.34 means a 34% yield). (1) The reactants are Cl[C:2]1[C:7]([Cl:8])=[C:6]([C:9]2[N:14]=[C:13]([N:15]3[CH2:20][CH2:19][O:18][C@@H:17]([C:21]4[CH:26]=[CH:25][C:24]([F:27])=[CH:23][CH:22]=4)[CH2:16]3)[N:12]([CH3:28])[C:11](=[O:29])[CH:10]=2)[CH:5]=[CH:4][N:3]=1.[CH3:30][O-:31].[Na+]. The catalyst is O1CCCC1. The product is [Cl:8][C:7]1[C:2]([O:31][CH3:30])=[N:3][CH:4]=[CH:5][C:6]=1[C:9]1[N:14]=[C:13]([N:15]2[CH2:20][CH2:19][O:18][C@@H:17]([C:21]3[CH:26]=[CH:25][C:24]([F:27])=[CH:23][CH:22]=3)[CH2:16]2)[N:12]([CH3:28])[C:11](=[O:29])[CH:10]=1. The yield is 0.500. (2) The reactants are Cl[C:2]1[CH:7]=[C:6]2[CH2:8][O:9][C:10]3[CH:39]=[C:38]4[C:13]([CH:14]=[CH:15][C:16]5[N:20]=[C:19]([C@@H:21]6[CH2:25][CH2:24][C@H:23]([CH3:26])[N:22]6[C:27](=[O:37])[C@@H:28]([NH:32][C:33](=[O:36])[O:34][CH3:35])[CH:29]([CH3:31])[CH3:30])[NH:18][C:17]=54)=[CH:12][C:11]=3[C:5]2=[CH:4][CH:3]=1.[B:40]1([B:40]2[O:44][C:43]([CH3:46])([CH3:45])[C:42]([CH3:48])([CH3:47])[O:41]2)[O:44][C:43]([CH3:46])([CH3:45])[C:42]([CH3:48])([CH3:47])[O:41]1.CC([O-])=O.[K+]. The catalyst is O1CCOCC1.C1C=CC(/C=C/C(/C=C/C2C=CC=CC=2)=O)=CC=1.C1C=CC(/C=C/C(/C=C/C2C=CC=CC=2)=O)=CC=1.C1C=CC(/C=C/C(/C=C/C2C=CC=CC=2)=O)=CC=1.[Pd].[Pd].CC(C1C=C(C(C)C)C(C2C=CC=CC=2P(C2CCCCC2)C2CCCCC2)=C(C(C)C)C=1)C. The product is [CH3:35][O:34][C:33](=[O:36])[NH:32][C@@H:28]([CH:29]([CH3:30])[CH3:31])[C:27]([N:22]1[C@H:21]([C:19]2[NH:18][C:17]3[C:38]4[C:13]([CH:14]=[CH:15][C:16]=3[N:20]=2)=[CH:12][C:11]2[C:5]3[C:6]([CH2:8][O:9][C:10]=2[CH:39]=4)=[CH:7][C:2]([B:40]2[O:44][C:43]([CH3:46])([CH3:45])[C:42]([CH3:48])([CH3:47])[O:41]2)=[CH:3][CH:4]=3)[CH2:25][CH2:24][C@@H:23]1[CH3:26])=[O:37]. The yield is 0.720. (3) The reactants are [CH:1]1([N:7]([CH2:33][CH:34]2[CH2:36][CH2:35]2)[C:8]2[N:13]=[CH:12][N:11]=[C:10]([C:14]([NH:16][C:17]3[CH:32]=[CH:31][C:20]([CH2:21][NH:22][CH2:23][C:24]([O:26]C(C)(C)C)=[O:25])=[CH:19][CH:18]=3)=[O:15])[CH:9]=2)[CH2:6][CH2:5][CH2:4][CH2:3][CH2:2]1.[F:37][C:38]([F:43])([F:42])[C:39]([OH:41])=[O:40]. The catalyst is C(Cl)Cl. The product is [F:37][C:38]([F:43])([F:42])[C:39]([OH:41])=[O:40].[CH:1]1([N:7]([CH2:33][CH:34]2[CH2:35][CH2:36]2)[C:8]2[N:13]=[CH:12][N:11]=[C:10]([C:14]([NH:16][C:17]3[CH:18]=[CH:19][C:20]([CH2:21][NH:22][CH2:23][C:24]([OH:26])=[O:25])=[CH:31][CH:32]=3)=[O:15])[CH:9]=2)[CH2:2][CH2:3][CH2:4][CH2:5][CH2:6]1. The yield is 0.770. (4) The reactants are [C:1](#[N:8])[C:2]1[CH:7]=[CH:6][N:5]=[CH:4][CH:3]=1.C[Si](C)(C)[CH2:11][CH2:12][OH:13].[H-].[Na+].ClC1[CH:26]=[N:25][CH:24]=[CH:23]C=1C#N.[Cl-:27].[NH4+]. The catalyst is C1COCC1. The product is [Cl:27][C:4]1[C:3]([O:13][C:12]2[CH:23]=[CH:24][N:25]=[CH:26][CH:11]=2)=[C:2]([CH:7]=[CH:6][N:5]=1)[C:1]#[N:8]. The yield is 0.817. (5) The reactants are [CH3:1][Si:2]([C:5]#[CH:6])([CH3:4])[CH3:3].C([Li])CCC.[CH2:12]([O:19][C:20]([N:22]1[CH2:27][CH2:26][C:25](=[O:28])[CH2:24][CH2:23]1)=[O:21])[C:13]1[CH:18]=[CH:17][CH:16]=[CH:15][CH:14]=1. The catalyst is C1COCC1. The product is [CH2:12]([O:19][C:20]([N:22]1[CH2:27][CH2:26][C:25]([OH:28])([C:6]#[C:5][Si:2]([CH3:4])([CH3:3])[CH3:1])[CH2:24][CH2:23]1)=[O:21])[C:13]1[CH:18]=[CH:17][CH:16]=[CH:15][CH:14]=1. The yield is 1.00.